This data is from Forward reaction prediction with 1.9M reactions from USPTO patents (1976-2016). The task is: Predict the product of the given reaction. (1) Given the reactants [Cl:1][C:2]1[CH:7]=[C:6]([Cl:8])[CH:5]=[CH:4][C:3]=1[C:9]1[N:10]=[C:11](/[CH:18]=[CH:19]/[C:20]2[CH:25]=[CH:24][C:23]([C:26]3[CH:31]=[CH:30][C:29]([O:32][CH3:33])=[CH:28][CH:27]=3)=[CH:22][CH:21]=2)[N:12]([CH2:14][C:15]([OH:17])=O)[CH:13]=1.[CH2:34]([NH2:36])[CH3:35].C1(O)C=CC=CC=1.BrC[CH2:46][CH2:47][C:48]([O:50]C)=[O:49], predict the reaction product. The product is: [Cl:1][C:2]1[CH:7]=[C:6]([Cl:8])[CH:5]=[CH:4][C:3]=1[C:9]1[N:10]=[C:11](/[CH:18]=[CH:19]/[C:20]2[CH:25]=[CH:24][C:23]([C:26]3[CH:31]=[CH:30][C:29]([O:32][CH2:33][CH2:46][CH2:47][C:48]([OH:50])=[O:49])=[CH:28][CH:27]=3)=[CH:22][CH:21]=2)[N:12]([CH2:14][C:15](=[O:17])[NH:36][CH2:34][CH3:35])[CH:13]=1. (2) Given the reactants F[C:2]1[C:7]([C:8]2[N:16]=[C:15]([CH3:17])[N:14]=[C:13]3[C:9]=2[N:10]=[CH:11][N:12]3[CH:18]2[CH2:23][CH2:22][CH2:21][CH2:20][O:19]2)=[CH:6][C:5]([CH2:24][C:25]2[CH:30]=[CH:29][C:28]([S:31]([CH3:34])(=[O:33])=[O:32])=[CH:27][CH:26]=2)=[CH:4][N:3]=1.[O:35]1[CH2:40][CH2:39][CH2:38][CH2:37][CH:36]1[N:41]1[C:49]2[CH:48]=[CH:47][CH:46]=[C:45]([NH2:50])[C:44]=2[CH:43]=[N:42]1.[Li+].C[Si]([N-][Si](C)(C)C)(C)C, predict the reaction product. The product is: [CH3:17][C:15]1[N:14]=[C:13]2[C:9]([N:10]=[CH:11][N:12]2[CH:18]2[CH2:23][CH2:22][CH2:21][CH2:20][O:19]2)=[C:8]([C:7]2[C:2]([NH:50][C:45]3[C:44]4[CH:43]=[N:42][N:41]([CH:36]5[CH2:37][CH2:38][CH2:39][CH2:40][O:35]5)[C:49]=4[CH:48]=[CH:47][CH:46]=3)=[N:3][CH:4]=[C:5]([CH2:24][C:25]3[CH:30]=[CH:29][C:28]([S:31]([CH3:34])(=[O:33])=[O:32])=[CH:27][CH:26]=3)[CH:6]=2)[N:16]=1. (3) Given the reactants C([O:3][C:4]([C:6]1[O:14][C:13]2[C:12]([Cl:15])=[CH:11][N:10]=[CH:9][C:8]=2[C:7]=1[NH:16][C:17]1[CH:22]=[CH:21][C:20]([I:23])=[CH:19][C:18]=1[F:24])=[O:5])C.[OH-].[Na+], predict the reaction product. The product is: [Cl:15][C:12]1[C:13]2[O:14][C:6]([C:4]([OH:5])=[O:3])=[C:7]([NH:16][C:17]3[CH:22]=[CH:21][C:20]([I:23])=[CH:19][C:18]=3[F:24])[C:8]=2[CH:9]=[N:10][CH:11]=1. (4) Given the reactants C(=O)([O-])[O-].[Cs+].[Cs+].[OH:7][C:8]1[C:13]([C:14]([C:16]2[CH:21]=[CH:20][CH:19]=[CH:18][CH:17]=2)=[O:15])=[CH:12][C:11]([C:22]([F:25])([F:24])[F:23])=[CH:10][N:9]=1.[CH2:26]([O:28][C:29](=[O:49])[CH2:30][S:31][C:32]1[CH:37]=[CH:36][C:35]([O:38][CH2:39][CH2:40][C@@H:41]([O:43]S(C)(=O)=O)[CH3:42])=[CH:34][C:33]=1[CH3:48])[CH3:27].C(OC(=O)C)C, predict the reaction product. The product is: [CH2:26]([O:28][C:29](=[O:49])[CH2:30][S:31][C:32]1[CH:37]=[CH:36][C:35]([O:38][CH2:39][CH2:40][C@@H:41]([O:7][C:8]2[C:13]([C:14](=[O:15])[C:16]3[CH:21]=[CH:20][CH:19]=[CH:18][CH:17]=3)=[CH:12][C:11]([C:22]([F:23])([F:25])[F:24])=[CH:10][N:9]=2)[CH3:42])=[CH:34][C:33]=1[CH3:48])[CH3:27].[C:14]([C:13]1[C:8]([O:43][C@@H:41]([CH3:42])[CH2:40][CH2:39][O:38][C:35]2[CH:36]=[CH:37][C:32]([S:31][CH2:30][C:29]([OH:28])=[O:49])=[C:33]([CH3:48])[CH:34]=2)=[N:9][CH:10]=[C:11]([C:22]([F:25])([F:23])[F:24])[CH:12]=1)(=[O:15])[C:16]1[CH:17]=[CH:18][CH:19]=[CH:20][CH:21]=1. (5) The product is: [CH3:44][C@:41]12[C@@:40]3([CH3:45])[C@@H:31]([C@:32]4([CH3:58])[C@@H:37]([CH2:38][CH2:39]3)[C:36]([CH3:46])([CH3:47])[C:35]([C:48]3[CH:57]=[CH:56][C:51]([C:52]([OH:54])=[O:53])=[CH:50][CH:49]=3)=[CH:34][CH2:33]4)[CH2:30][CH2:29][C@@H:28]1[C@H:27]1[C@H:59]([C:62]([CH3:64])=[CH2:63])[CH2:60][CH2:61][C@:26]1([NH:25][CH2:24][CH2:23][NH:22][C:2]1[N:3]=[N:4][C:5]([CH3:8])=[CH:6][CH:7]=1)[CH2:43][CH2:42]2. Given the reactants Br[C:2]1[N:3]=[N:4][C:5]([CH3:8])=[CH:6][CH:7]=1.CC(C)([O-])C.[Na+].C1COCC1.Cl.Cl.[NH2:22][CH2:23][CH2:24][NH:25][C@:26]12[CH2:61][CH2:60][C@@H:59]([C:62]([CH3:64])=[CH2:63])[C@@H:27]1[C@@H:28]1[C@@:41]([CH3:44])([CH2:42][CH2:43]2)[C@@:40]2([CH3:45])[C@@H:31]([C@:32]3([CH3:58])[C@@H:37]([CH2:38][CH2:39]2)[C:36]([CH3:47])([CH3:46])[C:35]([C:48]2[CH:57]=[CH:56][C:51]([C:52]([O:54]C)=[O:53])=[CH:50][CH:49]=2)=[CH:34][CH2:33]3)[CH2:30][CH2:29]1.C(O)(C(F)(F)F)=O, predict the reaction product. (6) Given the reactants [C:1]1([C:12]([NH:14][CH:15]([CH2:31][C:32]2[CH:37]=[CH:36][CH:35]=[C:34]([O:38][C:39]([F:44])([F:43])[CH:40]([F:42])[F:41])[CH:33]=2)[CH:16]([C:18]2[CH:30]=[CH:29][C:21]([O:22][CH2:23][C:24]([O:26]CC)=[O:25])=[CH:20][CH:19]=2)[OH:17])=[O:13])[C:6]2[CH:7]=[CH:8][CH2:9][CH2:10][CH2:11][C:5]=2[CH:4]=[CH:3][CH:2]=1.[OH-].[Na+].Cl, predict the reaction product. The product is: [C:1]1([C:12]([NH:14][CH:15]([CH2:31][C:32]2[CH:37]=[CH:36][CH:35]=[C:34]([O:38][C:39]([F:43])([F:44])[CH:40]([F:41])[F:42])[CH:33]=2)[CH:16]([C:18]2[CH:30]=[CH:29][C:21]([O:22][CH2:23][C:24]([OH:26])=[O:25])=[CH:20][CH:19]=2)[OH:17])=[O:13])[C:6]2[CH:7]=[CH:8][CH2:9][CH2:10][CH2:11][C:5]=2[CH:4]=[CH:3][CH:2]=1. (7) Given the reactants [CH:1]([O:5][C:6]1[CH:7]=[C:8]([CH:28]=[CH:29][CH:30]=1)[CH2:9][C:10]1[C:19]2[C:14](=[CH:15][C:16]([O:22][CH3:23])=[C:17]([O:20][CH3:21])[CH:18]=2)[C:13]([CH2:24][C:25]([OH:27])=[O:26])=[CH:12][N:11]=1)([CH2:3][CH3:4])[CH3:2].[N+](=[CH2:33])=[N-], predict the reaction product. The product is: [CH3:33][O:26][C:25](=[O:27])[CH2:24][C:13]1[C:14]2[C:19](=[CH:18][C:17]([O:20][CH3:21])=[C:16]([O:22][CH3:23])[CH:15]=2)[C:10]([CH2:9][C:8]2[CH:28]=[CH:29][CH:30]=[C:6]([O:5][CH:1]([CH2:3][CH3:4])[CH3:2])[CH:7]=2)=[N:11][CH:12]=1. (8) Given the reactants [Br:1][C:2]1[C:3]([F:27])=[CH:4][C:5]2[O:11][CH2:10][CH2:9][N:8]3[C:12]([CH:18]([OH:25])[C:19]4[S:23][CH:22]=[N:21][C:20]=4[CH3:24])=[C:13]([C:15](O)=[O:16])[N:14]=[C:7]3[C:6]=2[CH:26]=1.[Cl-].[NH4+:29], predict the reaction product. The product is: [Br:1][C:2]1[C:3]([F:27])=[CH:4][C:5]2[O:11][CH2:10][CH2:9][N:8]3[C:12]([CH:18]([OH:25])[C:19]4[S:23][CH:22]=[N:21][C:20]=4[CH3:24])=[C:13]([C:15]([NH2:29])=[O:16])[N:14]=[C:7]3[C:6]=2[CH:26]=1. (9) Given the reactants [C:1]([C:3]1[CH:8]=[CH:7][C:6]([CH2:9][CH2:10][CH:11](/[CH:23]=[CH:24]/[C:25]2[CH:30]=[CH:29][CH:28]=[CH:27][C:26]=2[OH:31])[CH2:12][C:13]2[CH:22]=[CH:21][C:16]([C:17]([O:19][CH3:20])=[O:18])=[CH:15][CH:14]=2)=[CH:5][CH:4]=1)#[N:2].[F:32][C:33]([F:43])([F:42])[C:34]1[CH:41]=[CH:40][CH:39]=[CH:38][C:35]=1[CH2:36]Br.C(=O)([O-])[O-].[K+].[K+], predict the reaction product. The product is: [C:1]([C:3]1[CH:8]=[CH:7][C:6]([CH2:9][CH2:10][CH:11](/[CH:23]=[CH:24]/[C:25]2[CH:30]=[CH:29][CH:28]=[CH:27][C:26]=2[O:31][CH2:36][C:35]2[CH:38]=[CH:39][CH:40]=[CH:41][C:34]=2[C:33]([F:32])([F:42])[F:43])[CH2:12][C:13]2[CH:14]=[CH:15][C:16]([C:17]([O:19][CH3:20])=[O:18])=[CH:21][CH:22]=2)=[CH:5][CH:4]=1)#[N:2]. (10) Given the reactants C([SiH](CC)CC)C.C(O)(C(F)(F)F)=O.[NH2:15][C:16]1[C:17]2[CH:32]=[C:31]([CH:33](O)[C:34]3[C:35]([O:40][CH3:41])=[N:36][CH:37]=[CH:38][CH:39]=3)[S:30][C:18]=2[N:19]=[C:20]([C:22]2[CH:23]=[C:24]([CH:27]=[CH:28][CH:29]=2)[C:25]#[N:26])[N:21]=1, predict the reaction product. The product is: [NH2:15][C:16]1[C:17]2[CH:32]=[C:31]([CH2:33][C:34]3[C:35]([O:40][CH3:41])=[N:36][CH:37]=[CH:38][CH:39]=3)[S:30][C:18]=2[N:19]=[C:20]([C:22]2[CH:23]=[C:24]([CH:27]=[CH:28][CH:29]=2)[C:25]#[N:26])[N:21]=1.